Predict which catalyst facilitates the given reaction. From a dataset of Catalyst prediction with 721,799 reactions and 888 catalyst types from USPTO. (1) Reactant: Cl[S:2]([C:5]1[CH:13]=[CH:12][C:8]([C:9]([OH:11])=[O:10])=[CH:7][CH:6]=1)(=[O:4])=[O:3].C(N(CC)CC)C.[NH2:21][CH2:22][CH2:23][OH:24]. Product: [OH:24][CH2:23][CH2:22][NH:21][S:2]([C:5]1[CH:13]=[CH:12][C:8]([C:9]([OH:11])=[O:10])=[CH:7][CH:6]=1)(=[O:4])=[O:3]. The catalyst class is: 2. (2) Reactant: [ClH:1].[NH2:2][C@H:3]1[CH2:12][CH2:11][C:10]2[C:5](=[CH:6][CH:7]=[CH:8][C:9]=2[O:13][CH3:14])[CH2:4]1.C1(C)C=CC(S(O[CH2:25][CH2:26][C:27]2[S:28][CH:29]=[CH:30][CH:31]=2)(=O)=O)=CC=1.C(=O)([O-])[O-].[K+].[K+]. Product: [ClH:1].[CH3:14][O:13][C:9]1[CH:8]=[CH:7][CH:6]=[C:5]2[C:10]=1[CH2:11][CH2:12][C@H:3]([NH:2][CH2:25][CH2:26][C:27]1[S:28][CH:29]=[CH:30][CH:31]=1)[CH2:4]2. The catalyst class is: 10. (3) Reactant: [NH2:1][C:2]1[N:7]=[CH:6][C:5](Br)=[CH:4][N:3]=1.[B:9]1([B:9]2[O:13][C:12]([CH3:15])([CH3:14])[C:11]([CH3:17])([CH3:16])[O:10]2)[O:13][C:12]([CH3:15])([CH3:14])[C:11]([CH3:17])([CH3:16])[O:10]1.C([O-])(=O)C.[K+]. Product: [CH3:16][C:11]1([CH3:17])[C:12]([CH3:15])([CH3:14])[O:13][B:9]([C:5]2[CH:4]=[N:3][C:2]([NH2:1])=[N:7][CH:6]=2)[O:10]1. The catalyst class is: 140. (4) Reactant: [O:1]1[CH2:6][CH2:5][N:4]([C:7]2[N:12]3[N:13]=[CH:14][CH:15]=[C:11]3[N:10]=[C:9]([NH2:16])[CH:8]=2)[CH2:3][CH2:2]1.[CH3:17][O:18][C:19]([C:21]1([C:24]2[CH:32]=[CH:31][C:27]([C:28](O)=[O:29])=[CH:26][CH:25]=2)[CH2:23][CH2:22]1)=[O:20].CN(C(ON1N=NC2C=CC=CC1=2)=[N+](C)C)C.[B-](F)(F)(F)F. Product: [O:1]1[CH2:6][CH2:5][N:4]([C:7]2[N:12]3[N:13]=[CH:14][CH:15]=[C:11]3[N:10]=[C:9]([NH:16][C:28]([C:27]3[CH:26]=[CH:25][C:24]([C:21]4([C:19]([O:18][CH3:17])=[O:20])[CH2:22][CH2:23]4)=[CH:32][CH:31]=3)=[O:29])[CH:8]=2)[CH2:3][CH2:2]1. The catalyst class is: 17. (5) Reactant: [CH3:1][C:2]1[CH:3]=[C:4]([NH2:8])[CH:5]=[N:6][CH:7]=1.C[Si]([NH-])(C)C.C[Si]([NH-])(C)C.[Na+].[Na+].[C:21]([O:25][C:26](O[C:26]([O:25][C:21]([CH3:24])([CH3:23])[CH3:22])=[O:27])=[O:27])([CH3:24])([CH3:23])[CH3:22]. Product: [CH3:1][C:2]1[CH:3]=[C:4]([NH:8][C:26](=[O:27])[O:25][C:21]([CH3:24])([CH3:23])[CH3:22])[CH:5]=[N:6][CH:7]=1. The catalyst class is: 1. (6) Reactant: [F:1][C:2]1[CH:12]=[CH:11][C:5]([CH2:6][CH2:7][N:8]=[C:9]=[O:10])=[CH:4][CH:3]=1.[CH3:13][NH:14][C:15]1[CH:16]=[C:17]([C:21]2[CH:26]=[CH:25][C:24]([CH2:27][CH2:28][C:29]([O:31][CH3:32])=[O:30])=[CH:23][CH:22]=2)[CH:18]=[CH:19][CH:20]=1.[Cl-].[NH4+]. Product: [F:1][C:2]1[CH:3]=[CH:4][C:5]([CH2:6][CH2:7][NH:8][C:9](=[O:10])[N:14]([C:15]2[CH:16]=[C:17]([C:21]3[CH:26]=[CH:25][C:24]([CH2:27][CH2:28][C:29]([O:31][CH3:32])=[O:30])=[CH:23][CH:22]=3)[CH:18]=[CH:19][CH:20]=2)[CH3:13])=[CH:11][CH:12]=1. The catalyst class is: 571.